This data is from Peptide-MHC class II binding affinity with 134,281 pairs from IEDB. The task is: Regression. Given a peptide amino acid sequence and an MHC pseudo amino acid sequence, predict their binding affinity value. This is MHC class II binding data. (1) The binding affinity (normalized) is 0.429. The MHC is HLA-DQA10401-DQB10402 with pseudo-sequence HLA-DQA10401-DQB10402. The peptide sequence is ENGEWAIDFCPGVIRRHHG. (2) The peptide sequence is EVLKGPFTVRYTTEG. The MHC is HLA-DQA10104-DQB10503 with pseudo-sequence HLA-DQA10104-DQB10503. The binding affinity (normalized) is 0.0105. (3) The peptide sequence is MILVGVIMMFLSLGV. The MHC is DRB1_0101 with pseudo-sequence DRB1_0101. The binding affinity (normalized) is 0.137. (4) The binding affinity (normalized) is 0.667. The MHC is DRB1_0901 with pseudo-sequence DRB1_0901. The peptide sequence is IPIQLLPNTLVFQAK. (5) The peptide sequence is AFILDGINLFPKV. The MHC is DRB1_0401 with pseudo-sequence DRB1_0401. The binding affinity (normalized) is 0.645.